This data is from Catalyst prediction with 721,799 reactions and 888 catalyst types from USPTO. The task is: Predict which catalyst facilitates the given reaction. (1) Reactant: [CH3:1][N:2]1[CH2:14][CH2:13][C:12]2[C:11]3[C:6](=[CH:7][CH:8]=[C:9]([CH3:15])[CH:10]=3)[NH:5][C:4]=2[CH2:3]1.N1CCC[C@H]1C(O)=O.[O-]P([O-])([O-])=O.[K+].[K+].[K+].Br[CH:33]=[C:34]([C:36]1[CH:41]=[CH:40][C:39]([Cl:42])=[CH:38][CH:37]=1)[CH3:35]. Product: [Cl:42][C:39]1[CH:40]=[CH:41][C:36]([C:34]([CH3:35])=[CH:33][N:5]2[C:6]3[C:11](=[CH:10][C:9]([CH3:15])=[CH:8][CH:7]=3)[C:12]3[CH2:13][CH2:14][N:2]([CH3:1])[CH2:3][C:4]2=3)=[CH:37][CH:38]=1. The catalyst class is: 122. (2) Reactant: Br[C:2]1[CH:7]=[CH:6][C:5]([Cl:8])=[CH:4][C:3]=1[O:9][CH2:10][CH2:11][O:12][CH3:13].C([Mg]Br)(C)C.C([O:21][C:22](=O)[C:23]([F:26])([F:25])[F:24])C. Product: [Cl:8][C:5]1[CH:6]=[CH:7][C:2]([C:22](=[O:21])[C:23]([F:26])([F:25])[F:24])=[C:3]([O:9][CH2:10][CH2:11][O:12][CH3:13])[CH:4]=1. The catalyst class is: 1.